This data is from Reaction yield outcomes from USPTO patents with 853,638 reactions. The task is: Predict the reaction yield, written as a fraction of the theoretical maximum amount of product (1.0 means a 100% yield; for example, 0.34 means a 34% yield). The reactants are [CH3:1][C@@H:2]([C@@H:10]1[C@@:14]2([CH3:29])[CH2:15][CH2:16][C@@H:17]3[C@@:22]4([CH3:28])[CH2:23][CH2:24][C@H:25]([OH:27])[CH2:26][C:21]4=[CH:20][CH:19]=[C:18]3[C@@H:13]2[CH2:12][CH2:11]1)/[CH:3]=[CH:4]/[C@@H:5]([CH:7]([CH3:9])[CH3:8])[CH3:6].[CH3:30][O:31][CH2:32]OC.O=P12OP3(OP(OP(O3)(O1)=O)(=O)O2)=O. No catalyst specified. The product is [CH3:30][O:31][CH2:32][O:27][CH:25]1[CH2:24][CH2:23][C@@:22]2([CH3:28])[C:21](=[CH:20][CH:19]=[C:18]3[C@@H:17]2[CH2:16][CH2:15][C@@:14]2([CH3:29])[C@H:13]3[CH2:12][CH2:11][C@@H:10]2[C@H:2]([CH3:1])[CH:3]=[CH:4][C@H:5]([CH3:6])[CH:7]([CH3:8])[CH3:9])[CH2:26]1. The yield is 0.890.